From a dataset of Full USPTO retrosynthesis dataset with 1.9M reactions from patents (1976-2016). Predict the reactants needed to synthesize the given product. (1) Given the product [CH:11]1([C:17]([CH2:28][O:29][CH3:30])([CH2:18][O:19][CH:20]2[CH2:23][CH2:24][CH2:25][CH2:26][CH2:27]2)[CH2:22][OH:21])[CH2:12][CH2:13][CH2:14][CH2:15][CH2:16]1, predict the reactants needed to synthesize it. The reactants are: [H-].[H-].[H-].[H-].[Li+].[Al+3].[Al+3].[Cl-].[Cl-].[Cl-].[CH:11]1([C:17]2([CH2:28][O:29][CH3:30])[CH2:22][O:21][C:20]3([CH2:27][CH2:26][CH2:25][CH2:24][CH2:23]3)[O:19][CH2:18]2)[CH2:16][CH2:15][CH2:14][CH2:13][CH2:12]1.[OH-].[Na+].S([O-])([O-])(=O)=O.[Na+].[Na+]. (2) Given the product [NH2:5][C:6]1[N:11]=[C:10]([NH:12][CH2:13][CH2:14][CH2:15][CH3:16])[C:9]([CH2:17][C:18]2[CH:19]=[C:20]([CH2:26][C:27]([O:29][CH3:31])=[O:28])[CH:21]=[CH:22][C:23]=2[OH:24])=[C:8]([CH3:30])[N:7]=1, predict the reactants needed to synthesize it. The reactants are: B(Br)(Br)Br.[NH2:5][C:6]1[N:11]=[C:10]([NH:12][CH2:13][CH2:14][CH2:15][CH3:16])[C:9]([CH2:17][C:18]2[CH:19]=[C:20]([CH2:26][C:27]([OH:29])=[O:28])[CH:21]=[CH:22][C:23]=2[O:24]C)=[C:8]([CH3:30])[N:7]=1.[CH3:31]O.Cl. (3) Given the product [C:1]([NH:4][C@@H:5]1[C@@H:18]([O:19][CH2:20][CH:21]([O:24][C:58](=[O:50])[CH3:59])[CH2:22][O:23][C:42](=[O:44])[CH3:43])[C@H:17]([O:25][CH2:26][C:27]2[CH:28]=[CH:29][CH:30]=[CH:31][CH:32]=2)[C@@H:16]([CH2:33][O:34][CH2:35][C:36]2[CH:41]=[CH:40][CH:39]=[CH:38][CH:37]=2)[O:15][C@@H:6]1[O:7][CH2:8][C:9]1[CH:10]=[CH:11][CH:12]=[CH:13][CH:14]=1)(=[O:3])[CH3:2], predict the reactants needed to synthesize it. The reactants are: [C:1]([NH:4][C@@H:5]1[C@@H:18]([O:19][CH2:20][CH:21]([OH:24])[CH2:22][OH:23])[C@H:17]([O:25][CH2:26][C:27]2[CH:32]=[CH:31][CH:30]=[CH:29][CH:28]=2)[C@@H:16]([CH2:33][O:34][CH2:35][C:36]2[CH:41]=[CH:40][CH:39]=[CH:38][CH:37]=2)[O:15][C@@H:6]1[O:7][CH2:8][C:9]1[CH:14]=[CH:13][CH:12]=[CH:11][CH:10]=1)(=[O:3])[CH3:2].[C:42](OC(=O)C)(=[O:44])[CH3:43].C[OH:50].ClCCl.N1[CH:59]=[CH:58]C=CC=1. (4) Given the product [C:11]([C:10]1[CH:16]=[C:17]([NH2:18])[N:7]([C:3]2[CH:2]=[C:1]([CH3:9])[CH:6]=[CH:5][CH:4]=2)[N:8]=1)([CH3:14])([CH3:13])[CH3:12], predict the reactants needed to synthesize it. The reactants are: [C:1]1([CH3:9])[CH:6]=[CH:5][CH:4]=[C:3]([NH:7][NH2:8])[CH:2]=1.[C:10]([CH2:16][C:17]#[N:18])(=O)[C:11]([CH3:14])([CH3:13])[CH3:12]. (5) Given the product [CH3:1][CH:2]1[CH2:11][C:10]2[N:9]=[N:8][C:7]([C:12]3[CH:17]=[CH:16][CH:15]=[C:14]([C:18]([F:21])([F:20])[F:19])[CH:13]=3)=[CH:6][C:5]=2[C:4](=[N:24][NH2:25])[CH2:3]1, predict the reactants needed to synthesize it. The reactants are: [CH3:1][CH:2]1[CH2:11][C:10]2[NH:9][N:8]=[C:7]([C:12]3[CH:17]=[CH:16][CH:15]=[C:14]([C:18]([F:21])([F:20])[F:19])[CH:13]=3)[CH2:6][C:5]=2[C:4](=O)[CH2:3]1.Cl.[NH2:24][NH2:25].C(N(CC)CC)C. (6) Given the product [Br:14][C:5]1[CH:4]=[C:3]2[C:8](=[CH:7][CH:6]=1)[O:9][CH2:10][C:11]1([CH2:13][CH2:12]1)[C:2]2([NH:1][C:29]([NH:28][C:20](=[O:27])[C:21]1[CH:22]=[CH:23][CH:24]=[CH:25][CH:26]=1)=[S:30])[C:15]([F:19])([F:18])[CH2:16][OH:17], predict the reactants needed to synthesize it. The reactants are: [NH2:1][C:2]1([C:15]([F:19])([F:18])[CH2:16][OH:17])[C:11]2([CH2:13][CH2:12]2)[CH2:10][O:9][C:8]2[C:3]1=[CH:4][C:5]([Br:14])=[CH:6][CH:7]=2.[C:20]([N:28]=[C:29]=[S:30])(=[O:27])[C:21]1[CH:26]=[CH:25][CH:24]=[CH:23][CH:22]=1.